Dataset: Reaction yield outcomes from USPTO patents with 853,638 reactions. Task: Predict the reaction yield, written as a fraction of the theoretical maximum amount of product (1.0 means a 100% yield; for example, 0.34 means a 34% yield). (1) The reactants are [CH3:1][N:2]1[CH2:7][CH2:6][CH:5]([OH:8])[CH2:4][CH2:3]1.[H-].[Na+].[Br:11][C:12]1[CH:17]=[C:16](F)[CH:15]=[C:14]([F:19])[CH:13]=1. The catalyst is CN(C)C=O. The product is [Br:11][C:12]1[CH:17]=[C:16]([CH:15]=[C:14]([F:19])[CH:13]=1)[O:8][CH:5]1[CH2:6][CH2:7][N:2]([CH3:1])[CH2:3][CH2:4]1. The yield is 0.710. (2) The reactants are [Br:1][C:2]1[N:3]=[C:4]([C@@H:12]2[O:17][CH2:16][C@H:15]([CH2:18][O:19][Si:20]([C:33]([CH3:36])([CH3:35])[CH3:34])([C:27]3[CH:32]=[CH:31][CH:30]=[CH:29][CH:28]=3)[C:21]3[CH:26]=[CH:25][CH:24]=[CH:23][CH:22]=3)[N:14]([C:37]([O:39][C:40]([CH3:43])([CH3:42])[CH3:41])=[O:38])[CH2:13]2)[N:5]2[CH:10]=[CH:9][N:8]=[C:7](Cl)[C:6]=12.[CH3:44][O:45][C:46]1[CH:51]=[C:50]([O:52][CH3:53])[CH:49]=[CH:48][C:47]=1[CH2:54][NH2:55].C(N(C(C)C)C(C)C)C. The catalyst is O1CCOCC1. The product is [Br:1][C:2]1[N:3]=[C:4]([C@@H:12]2[O:17][CH2:16][C@H:15]([CH2:18][O:19][Si:20]([C:33]([CH3:36])([CH3:35])[CH3:34])([C:27]3[CH:32]=[CH:31][CH:30]=[CH:29][CH:28]=3)[C:21]3[CH:26]=[CH:25][CH:24]=[CH:23][CH:22]=3)[N:14]([C:37]([O:39][C:40]([CH3:43])([CH3:42])[CH3:41])=[O:38])[CH2:13]2)[N:5]2[CH:10]=[CH:9][N:8]=[C:7]([NH:55][CH2:54][C:47]3[CH:48]=[CH:49][C:50]([O:52][CH3:53])=[CH:51][C:46]=3[O:45][CH3:44])[C:6]=12. The yield is 0.870. (3) The reactants are [Cl:1][C:2]1[CH:11]=[C:10]([F:12])[C:9]([N:13]2[CH:17]=[CH:16][CH:15]=[N:14]2)=[CH:8][C:3]=1[C:4](OC)=[O:5].[NH3:18]. The catalyst is CO. The product is [Cl:1][C:2]1[CH:11]=[C:10]([F:12])[C:9]([N:13]2[CH:17]=[CH:16][CH:15]=[N:14]2)=[CH:8][C:3]=1[C:4]([NH2:18])=[O:5]. The yield is 0.740. (4) The reactants are Cl.[CH3:2][O:3][C:4]1[CH:5]=[C:6]2[C:10](=[CH:11][CH:12]=1)[NH:9][N:8]=[C:7]2[C:13]([NH:15][CH2:16][CH:17]1[CH2:22][CH2:21][NH:20][CH2:19][CH2:18]1)=[O:14].C(=O)([O-])[O-].[K+].[K+].Cl[CH2:30][C:31]1[S:32][CH:33]=[C:34]([C:36]([O:38][CH3:39])=[O:37])[N:35]=1. The catalyst is C(#N)C.CCOC(C)=O. The product is [CH3:2][O:3][C:4]1[CH:5]=[C:6]2[C:10](=[CH:11][CH:12]=1)[NH:9][N:8]=[C:7]2[C:13]([NH:15][CH2:16][CH:17]1[CH2:22][CH2:21][N:20]([CH2:30][C:31]2[S:32][CH:33]=[C:34]([C:36]([O:38][CH3:39])=[O:37])[N:35]=2)[CH2:19][CH2:18]1)=[O:14]. The yield is 0.320. (5) The reactants are [F:1][C:2]1[CH:3]=[C:4]([N+:13]([O-:15])=[O:14])[CH:5]=[C:6]2[C:11]=1[NH:10][C:9](=O)[CH2:8][CH2:7]2.C1COCC1. No catalyst specified. The product is [F:1][C:2]1[CH:3]=[C:4]([N+:13]([O-:15])=[O:14])[CH:5]=[C:6]2[C:11]=1[NH:10][CH2:9][CH2:8][CH2:7]2. The yield is 0.790. (6) The reactants are [CH3:1][O:2][C:3]([C:5]1[C:14]2[C:9](=[CH:10][CH:11]=[CH:12][CH:13]=2)[C:8]([C:15]([OH:17])=O)=[CH:7][CH:6]=1)=[O:4].C(Cl)(=O)C(Cl)=O.[Cl:24][C:25]1[CH:30]=[C:29]([C:31]([F:40])([C:36]([F:39])([F:38])[F:37])[C:32]([F:35])([F:34])[F:33])[CH:28]=[C:27]([Cl:41])[C:26]=1[NH2:42].N1C=CC=CC=1. The catalyst is ClCCl.O1CCCC1.C(OCC)(=O)C.O.CN(C)C=O. The product is [CH3:1][O:2][C:3]([C:5]1[C:14]2[C:9](=[CH:10][CH:11]=[CH:12][CH:13]=2)[C:8]([C:15](=[O:17])[NH:42][C:26]2[C:27]([Cl:41])=[CH:28][C:29]([C:31]([F:40])([C:32]([F:33])([F:34])[F:35])[C:36]([F:37])([F:38])[F:39])=[CH:30][C:25]=2[Cl:24])=[CH:7][CH:6]=1)=[O:4]. The yield is 0.160. (7) The reactants are [Br:1][C:2]1[CH:3]=[CH:4][C:5]([C:9]#[C:10][CH2:11][CH2:12][N:13]2[CH2:17][CH2:16][CH2:15][C@H:14]2[CH3:18])=[C:6]([NH2:8])[CH:7]=1.Cl.[N:20]([O-])=O.[Na+].[OH2:24]. No catalyst specified. The product is [Br:1][C:2]1[CH:7]=[C:6]2[C:5]([C:9]([OH:24])=[C:10]([CH2:11][CH2:12][N:13]3[CH2:17][CH2:16][CH2:15][C@H:14]3[CH3:18])[N:20]=[N:8]2)=[CH:4][CH:3]=1. The yield is 0.470.